Task: Regression. Given a peptide amino acid sequence and an MHC pseudo amino acid sequence, predict their binding affinity value. This is MHC class I binding data.. Dataset: Peptide-MHC class I binding affinity with 185,985 pairs from IEDB/IMGT (1) The MHC is HLA-A68:02 with pseudo-sequence HLA-A68:02. The peptide sequence is NLFDIPLLT. The binding affinity (normalized) is 0.263. (2) The peptide sequence is RALGPAATL. The MHC is HLA-A30:02 with pseudo-sequence HLA-A30:02. The binding affinity (normalized) is 0.295. (3) The peptide sequence is WAANELDRF. The MHC is Mamu-B01 with pseudo-sequence Mamu-B01. The binding affinity (normalized) is 0.266. (4) The peptide sequence is TSVDIETAIR. The MHC is HLA-A31:01 with pseudo-sequence HLA-A31:01. The binding affinity (normalized) is 0.369. (5) The peptide sequence is VFTSRIQVI. The MHC is HLA-B51:01 with pseudo-sequence HLA-B51:01. The binding affinity (normalized) is 0.0847.